Dataset: Catalyst prediction with 721,799 reactions and 888 catalyst types from USPTO. Task: Predict which catalyst facilitates the given reaction. (1) Reactant: C[N+]1([O-])CC[O:5]CC1.Br[CH:10]([C:15]1[CH:20]=[CH:19][C:18]([Cl:21])=[CH:17][CH:16]=1)[C:11]([O:13][CH3:14])=[O:12].O. Product: [Cl:21][C:18]1[CH:19]=[CH:20][C:15]([C:10](=[O:5])[C:11]([O:13][CH3:14])=[O:12])=[CH:16][CH:17]=1. The catalyst class is: 16. (2) Reactant: Br[C:2]1[C:7]([CH3:8])=[CH:6][C:5]([O:9][CH2:10][CH2:11][CH2:12][S:13]([CH3:16])(=[O:15])=[O:14])=[CH:4][C:3]=1[CH3:17].[CH:18]([C:20]1[CH:21]=[C:22](B(O)O)[CH:23]=[CH:24][CH:25]=1)=[O:19].P([O-])([O-])([O-])=O.[K+].[K+].[K+].C1C=CC(P(C2C(C3C(P(C4C=CC=CC=4)C4C=CC=CC=4)=CC=C4C=3C=CC=C4)=C3C(C=CC=C3)=CC=2)C2C=CC=CC=2)=CC=1. Product: [CH3:17][C:3]1[CH:4]=[C:5]([O:9][CH2:10][CH2:11][CH2:12][S:13]([CH3:16])(=[O:15])=[O:14])[CH:6]=[C:7]([CH3:8])[C:2]=1[C:24]1[CH:23]=[CH:22][CH:21]=[C:20]([CH:18]=[O:19])[CH:25]=1. The catalyst class is: 374. (3) The catalyst class is: 2. Product: [N:1]1([C:7]2[C:16]3[C:11](=[CH:12][CH:13]=[C:14]([C:17]4[CH:18]=[C:19]([NH:23][S:36]([C:30]5[CH:35]=[CH:34][CH:33]=[CH:32][CH:31]=5)(=[O:38])=[O:37])[CH:20]=[N:21][CH:22]=4)[CH:15]=3)[N:10]=[CH:9][N:8]=2)[CH2:6][CH2:5][O:4][CH2:3][CH2:2]1. Reactant: [N:1]1([C:7]2[C:16]3[C:11](=[CH:12][CH:13]=[C:14]([C:17]4[CH:18]=[C:19]([NH2:23])[CH:20]=[N:21][CH:22]=4)[CH:15]=3)[N:10]=[CH:9][N:8]=2)[CH2:6][CH2:5][O:4][CH2:3][CH2:2]1.N1C=CC=CC=1.[C:30]1([S:36](Cl)(=[O:38])=[O:37])[CH:35]=[CH:34][CH:33]=[CH:32][CH:31]=1. (4) Reactant: [C:1]([O:5][C:6]([N:8]1[CH2:15][CH:14]2[CH:10]([CH2:11][N:12]([C:16]3[CH:21]=[CH:20][C:19](Br)=[CH:18][N:17]=3)[CH2:13]2)[CH2:9]1)=[O:7])([CH3:4])([CH3:3])[CH3:2].[C:23]1(B(O)O)[CH:28]=[CH:27][CH:26]=[CH:25][CH:24]=1.[Cl-].C(C1C=CC=C(CCC)C=1[N+]1C=CN(C2C(CCC)=CC=CC=2CCC)C=1)CC.C([O-])([O-])=O.[Cs+].[Cs+]. Product: [C:1]([O:5][C:6]([N:8]1[CH2:15][CH:14]2[CH:10]([CH2:11][N:12]([C:16]3[CH:21]=[CH:20][C:19]([C:23]4[CH:28]=[CH:27][CH:26]=[CH:25][CH:24]=4)=[CH:18][N:17]=3)[CH2:13]2)[CH2:9]1)=[O:7])([CH3:4])([CH3:3])[CH3:2]. The catalyst class is: 62.